The task is: Predict which catalyst facilitates the given reaction.. This data is from Catalyst prediction with 721,799 reactions and 888 catalyst types from USPTO. (1) Reactant: Br[CH2:2][C:3]([NH:5][C:6]1[S:10][C:9]2[CH2:11][CH2:12][CH2:13][CH2:14][C:8]=2[C:7]=1[C:15]([NH:17][CH2:18][CH2:19][OH:20])=[O:16])=[O:4].[C:21]([C:25]1[C:29]([CH:30]=[O:31])=[CH:28][NH:27][N:26]=1)([CH3:24])([CH3:23])[CH3:22].C(=O)([O-])[O-].[K+].[K+]. Product: [C:21]([C:25]1[C:29]([CH:30]=[O:31])=[CH:28][N:27]([CH2:2][C:3]([NH:5][C:6]2[S:10][C:9]3[CH2:11][CH2:12][CH2:13][CH2:14][C:8]=3[C:7]=2[C:15]([NH:17][CH2:18][CH2:19][OH:20])=[O:16])=[O:4])[N:26]=1)([CH3:24])([CH3:22])[CH3:23]. The catalyst class is: 3. (2) Reactant: BrC[CH2:3][C:4]1[C:5]([CH3:20])=[N:6][N:7]([CH2:18][CH3:19])[C:8]=1[S:9][C:10]1[CH:15]=[C:14]([Cl:16])[CH:13]=[C:12]([Cl:17])[CH:11]=1.[NH2:21][C:22]1[CH:23]=[N:24][CH:25]=[CH:26][CH:27]=1.[H-].[Na+].O. Product: [Cl:16][C:14]1[CH:15]=[C:10]([S:9][C:8]2[N:7]([CH2:18][CH3:19])[N:6]=[C:5]([CH3:20])[C:4]=2[CH2:3][NH:21][C:22]2[CH:23]=[N:24][CH:25]=[CH:26][CH:27]=2)[CH:11]=[C:12]([Cl:17])[CH:13]=1. The catalyst class is: 9. (3) Reactant: [C:1]([O:5][C:6]([NH:8][CH:9]1[CH2:13][CH2:12][C:11]([CH2:14][CH2:15][CH2:16][CH2:17][PH:18](=[O:22])[O:19][CH2:20][CH3:21])=[CH:10]1)=[O:7])([CH3:4])([CH3:3])[CH3:2]. Product: [C:1]([O:5][C:6]([NH:8][C@@H:9]1[CH2:13][CH2:12][C@H:11]([CH2:14][CH2:15][CH2:16][CH2:17][PH:18](=[O:22])[O:19][CH2:20][CH3:21])[CH2:10]1)=[O:7])([CH3:4])([CH3:3])[CH3:2]. The catalyst class is: 663. (4) Reactant: C([O:3][C:4](=O)[CH2:5][O:6][C:7]1[CH:12]=[C:11]([Cl:13])[C:10]([Cl:14])=[CH:9][C:8]=1[N+:15]([O-])=O)C.CC#N.O.FC(F)(F)C(O)=O. Product: [Cl:14][C:10]1[C:11]([Cl:13])=[CH:12][C:7]2[O:6][CH2:5][C:4](=[O:3])[NH:15][C:8]=2[CH:9]=1. The catalyst class is: 8. (5) Reactant: [NH2:1][C:2]1[C:3]([F:12])=[CH:4][C:5]([F:11])=[C:6]([B:8]([OH:10])[OH:9])[CH:7]=1.[F:13][C:14]([F:25])([F:24])[C:15]1[CH:20]=[CH:19][C:18]([N:21]=[C:22]=[O:23])=[CH:17][CH:16]=1. Product: [F:11][C:5]1[CH:4]=[C:3]([F:12])[C:2]([NH:1][C:22]([NH:21][C:18]2[CH:17]=[CH:16][C:15]([C:14]([F:13])([F:24])[F:25])=[CH:20][CH:19]=2)=[O:23])=[CH:7][C:6]=1[B:8]([OH:10])[OH:9]. The catalyst class is: 1. (6) Reactant: C1(P(C2C=CC=CC=2)C2C=CC=CC=2)C=CC=CC=1.[CH2:20]([C:22]1[CH:23]=[CH:24][C:25]([O:36][CH:37]([CH3:41])[CH2:38][CH2:39][OH:40])=[C:26]([C:28]([C:30]2[CH:35]=[CH:34][CH:33]=[CH:32][CH:31]=2)=[O:29])[CH:27]=1)[CH3:21].[CH2:42]([O:44][C:45](=[O:55])[CH2:46][O:47][C:48]1[CH:53]=[CH:52][C:51](O)=[CH:50][CH:49]=1)[CH3:43].CCOC(/N=N/C(OCC)=O)=O. Product: [CH2:42]([O:44][C:45](=[O:55])[CH2:46][O:47][C:48]1[CH:53]=[CH:52][C:51]([O:40][CH2:39][CH2:38][CH:37]([O:36][C:25]2[CH:24]=[CH:23][C:22]([CH2:20][CH3:21])=[CH:27][C:26]=2[C:28](=[O:29])[C:30]2[CH:31]=[CH:32][CH:33]=[CH:34][CH:35]=2)[CH3:41])=[CH:50][CH:49]=1)[CH3:43]. The catalyst class is: 11. (7) Reactant: [CH3:1][O:2][C:3](=[O:28])[C:4]1[CH:9]=[CH:8][C:7]([C:10]2[CH2:14][C:13]([C:19]3[CH:24]=[C:23]([Cl:25])[CH:22]=[C:21]([Cl:26])[CH:20]=3)([C:15]([F:18])([F:17])[F:16])[O:12][N:11]=2)=[CH:6][C:5]=1I.[F-:29].[K+].COC(=O)[C:34](Cl)([F:36])[F:35].O. Product: [CH3:1][O:2][C:3](=[O:28])[C:4]1[CH:9]=[CH:8][C:7]([C:10]2[CH2:14][C:13]([C:19]3[CH:24]=[C:23]([Cl:25])[CH:22]=[C:21]([Cl:26])[CH:20]=3)([C:15]([F:18])([F:17])[F:16])[O:12][N:11]=2)=[CH:6][C:5]=1[C:34]([F:36])([F:29])[F:35]. The catalyst class is: 590.